Dataset: Full USPTO retrosynthesis dataset with 1.9M reactions from patents (1976-2016). Task: Predict the reactants needed to synthesize the given product. (1) Given the product [F:21][C:20]1[C:15]([C:11]2[N:12]=[N:13][CH:14]=[C:9]([C:4]3[CH:3]=[C:2]([C:26]4[CH:27]=[CH:28][CH:29]=[CH:30][C:25]=4[C:24]([F:35])([F:34])[F:23])[C:7]([F:8])=[CH:6][CH:5]=3)[CH:10]=2)=[N:16][CH:17]=[C:18]([F:22])[CH:19]=1, predict the reactants needed to synthesize it. The reactants are: Br[C:2]1[CH:3]=[C:4]([C:9]2[CH:10]=[C:11]([C:15]3[C:20]([F:21])=[CH:19][C:18]([F:22])=[CH:17][N:16]=3)[N:12]=[N:13][CH:14]=2)[CH:5]=[CH:6][C:7]=1[F:8].[F:23][C:24]([F:35])([F:34])[C:25]1[CH:30]=[CH:29][CH:28]=[CH:27][C:26]=1B(O)O. (2) The reactants are: [F:1][C:2]1[C:7]([O:8][CH3:9])=[CH:6][CH:5]=C(N)C=1NC.C1N=CN([C:18]([N:20]2[CH:24]=[N:23][CH:22]=[CH:21]2)=O)C=1.C1C[O:28]CC1. Given the product [F:1][C:2]1[C:21]2[N:20]([CH3:18])[C:24](=[O:28])[NH:23][C:22]=2[CH:5]=[CH:6][C:7]=1[O:8][CH3:9], predict the reactants needed to synthesize it. (3) The reactants are: C([O:5][C:6](=[O:29])[CH2:7][N:8]1[C:16]2[C:11](=[CH:12][CH:13]=[CH:14][CH:15]=2)[C:10]([CH:17]2[C:21]3[CH:22]=[CH:23][CH:24]=[CH:25][C:20]=3[S:19](=[O:27])(=[O:26])[NH:18]2)=[C:9]1[CH3:28])(C)(C)C.[CH2:30](Br)[CH:31]=[CH2:32]. Given the product [CH2:32]([N:18]1[CH:17]([C:10]2[C:11]3[C:16](=[CH:15][CH:14]=[CH:13][CH:12]=3)[N:8]([CH2:7][C:6]([OH:5])=[O:29])[C:9]=2[CH3:28])[C:21]2[CH:22]=[CH:23][CH:24]=[CH:25][C:20]=2[S:19]1(=[O:26])=[O:27])[CH:31]=[CH2:30], predict the reactants needed to synthesize it. (4) Given the product [CH3:23][C:18]1([CH3:24])[C:19]([CH3:22])([CH3:21])[O:20][B:16]([C:2]2[CH:7]=[CH:6][C:5]([C:8]3([NH:11][S:12]([CH3:15])(=[O:14])=[O:13])[CH2:10][CH2:9]3)=[CH:4][CH:3]=2)[O:17]1, predict the reactants needed to synthesize it. The reactants are: I[C:2]1[CH:7]=[CH:6][C:5]([C:8]2([NH:11][S:12]([CH3:15])(=[O:14])=[O:13])[CH2:10][CH2:9]2)=[CH:4][CH:3]=1.[B:16]1([B:16]2[O:20][C:19]([CH3:22])([CH3:21])[C:18]([CH3:24])([CH3:23])[O:17]2)[O:20][C:19]([CH3:22])([CH3:21])[C:18]([CH3:24])([CH3:23])[O:17]1.C(O[K])(C)=O.C(Cl)Cl. (5) Given the product [F:1][C:2]1[CH:3]=[C:4]([CH2:9][CH2:10][NH:11][C:12]2[N:17]=[C:16]([C:18]3[CH:19]=[CH:20][C:21]([O:36][CH3:37])=[C:22]([CH:35]=3)[CH2:23][N:24]([CH:29]3[CH2:30][CH2:31][NH:32][CH2:33][CH2:34]3)[S:25]([CH3:28])(=[O:26])=[O:27])[CH:15]=[CH:14][N:13]=2)[CH:5]=[CH:6][CH:7]=1, predict the reactants needed to synthesize it. The reactants are: [F:1][C:2]1[CH:3]=[C:4]([CH2:9][CH2:10][NH:11][C:12]2[N:17]=[C:16]([C:18]3[CH:19]=[CH:20][C:21]([O:36][CH3:37])=[C:22]([CH:35]=3)[CH2:23][N:24]([CH:29]3[CH2:34][CH2:33][NH:32][CH2:31][CH2:30]3)[S:25]([CH3:28])(=[O:27])=[O:26])[CH:15]=[CH:14][N:13]=2)[CH:5]=[CH:6][C:7]=1O.C(OC(N1CCC(N(CC2C=C(C3C=CN=C(Cl)N=3)C=CC=2OC)S(C)(=O)=O)CC1)=O)(C)(C)C. (6) Given the product [C:22]([O:25][C:26]1[CH:34]=[CH:33][CH:32]=[C:28]([C:29](=[O:30])[NH:2][C@H:3]([CH:19]([CH3:21])[CH3:20])[C:4]([N:6]2[CH2:11][CH2:10][CH:9]([C:12]3[CH:13]=[CH:14][C:15]([Cl:18])=[CH:16][CH:17]=3)[CH2:8][CH2:7]2)=[O:5])[CH:27]=1)(=[O:24])[CH3:23], predict the reactants needed to synthesize it. The reactants are: Cl.[NH2:2][C@H:3]([CH:19]([CH3:21])[CH3:20])[C:4]([N:6]1[CH2:11][CH2:10][CH:9]([C:12]2[CH:17]=[CH:16][C:15]([Cl:18])=[CH:14][CH:13]=2)[CH2:8][CH2:7]1)=[O:5].[C:22]([O:25][C:26]1[CH:27]=[C:28]([CH:32]=[CH:33][CH:34]=1)[C:29](O)=[O:30])(=[O:24])[CH3:23]. (7) Given the product [CH2:1]([CH:3]([C:6]1[C:7]2[N:8]([C:13]([C:21]3[S:22][CH:23]=[CH:24][C:20]=3[CH3:19])=[C:14]([CH3:16])[N:15]=2)[N:9]=[C:10]([CH3:12])[CH:11]=1)[CH2:4][CH3:5])[CH3:2], predict the reactants needed to synthesize it. The reactants are: [CH2:1]([CH:3]([C:6]1[C:7]2[N:8]([C:13](I)=[C:14]([CH3:16])[N:15]=2)[N:9]=[C:10]([CH3:12])[CH:11]=1)[CH2:4][CH3:5])[CH3:2].[Br-].[CH3:19][C:20]1[CH:24]=[CH:23][S:22][C:21]=1[Zn+].C1COCC1.